The task is: Predict which catalyst facilitates the given reaction.. This data is from Catalyst prediction with 721,799 reactions and 888 catalyst types from USPTO. Reactant: [Cl:1][C:2]1[CH:7]=[CH:6][C:5]([N:8]2[C:13](=[O:14])[C:12]3[C:15]([C:24](O)=[O:25])=[N:16][N:17]([C:18]4[CH:23]=[CH:22][CH:21]=[CH:20][CH:19]=4)[C:11]=3[N:10]=[C:9]2[C:27]2[CH:32]=[CH:31][C:30]([CH:33]([CH3:35])[CH3:34])=[CH:29][CH:28]=2)=[CH:4][CH:3]=1.O=S(Cl)Cl.O[NH:41][C:42](=[NH:44])[CH3:43].CCN(CC)CC. Product: [Cl:1][C:2]1[CH:3]=[CH:4][C:5]([N:8]2[C:13](=[O:14])[C:12]3[C:15]([C:24]4[O:25][N:44]=[C:42]([CH3:43])[N:41]=4)=[N:16][N:17]([C:18]4[CH:23]=[CH:22][CH:21]=[CH:20][CH:19]=4)[C:11]=3[N:10]=[C:9]2[C:27]2[CH:32]=[CH:31][C:30]([CH:33]([CH3:34])[CH3:35])=[CH:29][CH:28]=2)=[CH:6][CH:7]=1. The catalyst class is: 6.